From a dataset of Forward reaction prediction with 1.9M reactions from USPTO patents (1976-2016). Predict the product of the given reaction. (1) Given the reactants [CH:1]1([C:6]2[CH:14]=[CH:13][C:9]([C:10]([OH:12])=O)=[CH:8][CH:7]=2)[CH2:5][CH2:4][CH2:3][CH2:2]1.[CH3:15][N:16]([CH3:31])[CH2:17][CH2:18][N:19]([CH3:30])[C:20]1[S:21][C:22]2[CH:28]=[C:27]([NH2:29])[CH:26]=[CH:25][C:23]=2[N:24]=1, predict the reaction product. The product is: [CH:1]1([C:6]2[CH:7]=[CH:8][C:9]([C:10]([NH:29][C:27]3[CH:26]=[CH:25][C:23]4[N:24]=[C:20]([N:19]([CH2:18][CH2:17][N:16]([CH3:15])[CH3:31])[CH3:30])[S:21][C:22]=4[CH:28]=3)=[O:12])=[CH:13][CH:14]=2)[CH2:2][CH2:3][CH2:4][CH2:5]1. (2) Given the reactants [H-].[Na+].[I-].[K+].[CH3:5][C:6]([CH3:10])([CH3:9])[CH2:7][OH:8].Cl[CH2:12][C:13]1[CH:24]=[CH:23][C:16]([C:17]([N:19]([O:21][CH3:22])[CH3:20])=[O:18])=[CH:15][CH:14]=1.[Cl-].[NH4+], predict the reaction product. The product is: [CH3:5][C:6]([CH3:10])([CH3:9])[CH2:7][O:8][CH2:12][C:13]1[CH:14]=[CH:15][C:16]([C:17]([N:19]([O:21][CH3:22])[CH3:20])=[O:18])=[CH:23][CH:24]=1. (3) Given the reactants [Cl:1][C:2]1[CH:3]=[C:4](OS(C(F)(F)F)(=O)=O)[CH:5]=[C:6]([Cl:32])[C:7]=1[CH2:8][C@@H:9]1[CH2:13][CH2:12][N:11]([N:14]2[CH2:19][CH2:18][CH:17]([O:20][Si:21]([CH:28]([CH3:30])[CH3:29])([CH:25]([CH3:27])[CH3:26])[CH:22]([CH3:24])[CH3:23])[CH2:16][CH2:15]2)[C:10]1=[O:31].[CH3:41][S:42]([C:45]1[CH:50]=[CH:49][C:48](B(O)O)=[CH:47][CH:46]=1)(=[O:44])=[O:43].C(=O)([O-])[O-].[Na+].[Na+], predict the reaction product. The product is: [Cl:1][C:2]1[CH:3]=[C:4]([C:48]2[CH:49]=[CH:50][C:45]([S:42]([CH3:41])(=[O:44])=[O:43])=[CH:46][CH:47]=2)[CH:5]=[C:6]([Cl:32])[C:7]=1[CH2:8][C@@H:9]1[CH2:13][CH2:12][N:11]([N:14]2[CH2:19][CH2:18][CH:17]([O:20][Si:21]([CH:25]([CH3:26])[CH3:27])([CH:28]([CH3:30])[CH3:29])[CH:22]([CH3:24])[CH3:23])[CH2:16][CH2:15]2)[C:10]1=[O:31]. (4) The product is: [F:11][C:12]([F:22])([F:23])[C:13]1[CH:14]=[C:15]([CH:19]=[CH:20][CH:21]=1)[CH:16]=[N:17][NH:18][C:4]([C:3]1[C:2]([Cl:1])=[N:10][CH:9]=[CH:8][CH:7]=1)=[O:5]. Given the reactants [Cl:1][C:2]1[N:10]=[CH:9][CH:8]=[CH:7][C:3]=1[C:4](Cl)=[O:5].[F:11][C:12]([F:23])([F:22])[C:13]1[CH:14]=[C:15]([CH:19]=[CH:20][CH:21]=1)[CH:16]=[N:17][NH2:18].CCN(CC)CC, predict the reaction product. (5) Given the reactants [Br:1][C:2]1[C:3](Cl)=[N:4][CH:5]=[C:6]([CH:21]=1)[C:7]([NH:9][C:10]1[CH:15]=[CH:14][C:13]([O:16][C:17]([F:20])([F:19])[F:18])=[CH:12][CH:11]=1)=[O:8].Cl.[CH3:24][O:25][C@@H:26]1[CH2:30][NH:29][CH2:28][C@H:27]1[OH:31], predict the reaction product. The product is: [Br:1][C:2]1[C:3]([N:29]2[CH2:30][C@@H:26]([O:25][CH3:24])[C@H:27]([OH:31])[CH2:28]2)=[N:4][CH:5]=[C:6]([CH:21]=1)[C:7]([NH:9][C:10]1[CH:15]=[CH:14][C:13]([O:16][C:17]([F:20])([F:19])[F:18])=[CH:12][CH:11]=1)=[O:8]. (6) Given the reactants [C:1]([N:4]1[CH2:9][CH:8]=[C:7]([C:10]2[C:18]3[C:13](=[C:14]4[CH:21]=[CH:20][NH:19][C:15]4=[N:16][CH:17]=3)[N:12]([CH:22]3[CH:27]([CH3:28])[CH2:26][CH2:25][N:24](C(OCC4C=CC=CC=4)=O)[CH2:23]3)[CH:11]=2)[CH2:6][CH2:5]1)(=[O:3])[CH3:2].C([O-])=O.[NH4+], predict the reaction product. The product is: [CH3:28][C@@H:27]1[CH2:26][CH2:25][NH:24][CH2:23][C@@H:22]1[N:12]1[C:13]2=[C:14]3[CH:21]=[CH:20][NH:19][C:15]3=[N:16][CH:17]=[C:18]2[C:10]([CH:7]2[CH2:8][CH2:9][N:4]([C:1](=[O:3])[CH3:2])[CH2:5][CH2:6]2)=[CH:11]1. (7) Given the reactants Br[C:2]1[CH:7]=[C:6]([CH2:8][CH3:9])[CH:5]=[C:4]([Br:10])[CH:3]=1.[Li]C(C)(C)C.[CH:16]([S:19][S:19][CH:16]([CH3:18])[CH3:17])([CH3:18])[CH3:17], predict the reaction product. The product is: [Br:10][C:4]1[CH:3]=[C:2]([S:19][CH:16]([CH3:18])[CH3:17])[CH:7]=[C:6]([CH2:8][CH3:9])[CH:5]=1. (8) Given the reactants [N:1]1[CH:6]=[CH:5][CH:4]=[CH:3][C:2]=1[O:7][C:8]1[CH:15]=[CH:14][C:11]([CH:12]=O)=[CH:10][CH:9]=1.[NH2:16][C:17]1[N:18]=[N:19][C:20]([CH3:23])=[CH:21][CH:22]=1.C([O:26][C:27](=O)[C:28]([OH:41])=[CH:29][C:30]([C:32]1[CH:37]=[CH:36][C:35]([CH:38]([CH3:40])[CH3:39])=[CH:34][CH:33]=1)=[O:31])C, predict the reaction product. The product is: [OH:41][C:28]1[C:27](=[O:26])[N:16]([C:17]2[N:18]=[N:19][C:20]([CH3:23])=[CH:21][CH:22]=2)[CH:12]([C:11]2[CH:14]=[CH:15][C:8]([O:7][C:2]3[CH:3]=[CH:4][CH:5]=[CH:6][N:1]=3)=[CH:9][CH:10]=2)[C:29]=1[C:30](=[O:31])[C:32]1[CH:37]=[CH:36][C:35]([CH:38]([CH3:40])[CH3:39])=[CH:34][CH:33]=1. (9) Given the reactants Br[C:2]1[CH:3]=[C:4]([C:8]2[C:17]3[C:12](=[CH:13][CH:14]=[CH:15][CH:16]=3)[CH:11]=[CH:10][CH:9]=2)[CH:5]=[CH:6][CH:7]=1.[CH2:18]([Li])[CH2:19][CH2:20][CH3:21].[CH:23]1[C:36]2[C:35](=[O:37])[C:34]3[C:29](=[CH:30][CH:31]=[CH:32][CH:33]=3)[C:28](=[O:38])[C:27]=2[CH:26]=[CH:25][CH:24]=1.[Cl-].[NH4+], predict the reaction product. The product is: [CH:18]1[C:10]2[CH:9]=[C:8]([C:4]3[CH:3]=[C:2]([C:35]4([OH:37])[C:34]5[CH:33]=[CH:32][CH:31]=[CH:30][C:29]=5[C:28]([C:6]5[CH:7]=[CH:2][CH:3]=[C:4]([C:8]6[C:17]7[C:12]([C:11]8[CH:3]=[CH:2][CH:7]=[CH:6][C:10]=8[CH:9]=6)=[CH:13][CH:14]=[CH:15][CH:16]=7)[CH:5]=5)([OH:38])[C:27]5[C:36]4=[CH:23][CH:24]=[CH:25][CH:26]=5)[CH:7]=[CH:6][CH:5]=3)[C:17]3[C:12](=[CH:13][CH:14]=[CH:15][CH:16]=3)[C:11]=2[CH:21]=[CH:20][CH:19]=1.